Predict the product of the given reaction. From a dataset of Forward reaction prediction with 1.9M reactions from USPTO patents (1976-2016). Given the reactants C([Li])(CC)C.CCCCCC.C1CCCCC1.[Cl:18][C:19]1[CH:24]=[CH:23][N:22]=[C:21]2[N:25]([Si:28]([CH:35]([CH3:37])[CH3:36])([CH:32]([CH3:34])[CH3:33])[CH:29]([CH3:31])[CH3:30])[CH:26]=[CH:27][C:20]=12.CS[S:40][CH3:41].[OH-:42].[Na+].[OH:44]O, predict the reaction product. The product is: [Cl:18][C:19]1[C:24]([S:40]([CH3:41])(=[O:44])=[O:42])=[CH:23][N:22]=[C:21]2[N:25]([Si:28]([CH:32]([CH3:34])[CH3:33])([CH:35]([CH3:37])[CH3:36])[CH:29]([CH3:30])[CH3:31])[CH:26]=[CH:27][C:20]=12.